This data is from Catalyst prediction with 721,799 reactions and 888 catalyst types from USPTO. The task is: Predict which catalyst facilitates the given reaction. Reactant: [Cl:1][C:2]1[CH:3]=[C:4]([CH:17]=[CH:18][C:19]=1[F:20])[CH2:5][N:6]1[CH2:11][CH2:10][C:9]([C:12](OC)=[O:13])=[CH:8][C:7]1=[O:16].[BH4-].[Li+]. Product: [Cl:1][C:2]1[CH:3]=[C:4]([CH:17]=[CH:18][C:19]=1[F:20])[CH2:5][N:6]1[CH2:11][CH2:10][C:9]([CH2:12][OH:13])=[CH:8][C:7]1=[O:16]. The catalyst class is: 1.